This data is from TCR-epitope binding with 47,182 pairs between 192 epitopes and 23,139 TCRs. The task is: Binary Classification. Given a T-cell receptor sequence (or CDR3 region) and an epitope sequence, predict whether binding occurs between them. (1) The epitope is ISDYDYYRY. The TCR CDR3 sequence is CASSSDNAIGGGSYGYTF. Result: 0 (the TCR does not bind to the epitope). (2) The epitope is PROT_97E67BCC. The TCR CDR3 sequence is CTSSKNRVTTAEPNEKLFF. Result: 1 (the TCR binds to the epitope). (3) The epitope is TVYDPLQPELDSFK. The TCR CDR3 sequence is CASSLGSPATNNQPQHF. Result: 0 (the TCR does not bind to the epitope). (4) The epitope is YLNTLTLAV. The TCR CDR3 sequence is CASSLVEQGAWELFF. Result: 1 (the TCR binds to the epitope).